From a dataset of Catalyst prediction with 721,799 reactions and 888 catalyst types from USPTO. Predict which catalyst facilitates the given reaction. (1) Reactant: N[C:2]1[CH:3]=[C:4]([CH:7]=[CH:8][CH:9]=1)[CH2:5][NH2:6].Cl.[NH2:11]C1C=C(C=CC=1)CN.[CH:20]1[N:25]=[C:24](Cl)[C:23]2[N:27]=[CH:28][N:29]([C@@H:30]3[O:34][C@H:33]([CH2:35][OH:36])[C@@H:32]([OH:37])[C@H:31]3[OH:38])[C:22]=2[N:21]=1.C(N(CC)CC)C. Product: [NH2:11][C:9]1[CH:8]=[CH:7][C:4]([CH2:5][NH:6][C:24]2[C:23]3[N:27]=[CH:28][N:29]([C:22]=3[N:21]=[CH:20][N:25]=2)[C@@H:30]2[O:34][C@H:33]([CH2:35][OH:36])[C@@H:32]([OH:37])[C@H:31]2[OH:38])=[CH:3][CH:2]=1. The catalyst class is: 259. (2) Reactant: [NH2:1][C:2]1[CH:7]=[CH:6][C:5]([CH:8]([CH3:16])[C:9]([O:11][C:12]([CH3:15])([CH3:14])[CH3:13])=[O:10])=[CH:4][CH:3]=1.Br[CH2:18][C:19]1[CH:29]=[CH:28][C:27]([Cl:30])=[CH:26][C:20]=1[C:21](OCC)=[O:22].C(N(CC)C(C)C)(C)C. Product: [Cl:30][C:27]1[CH:26]=[C:20]2[C:19]([CH2:18][N:1]([C:2]3[CH:3]=[CH:4][C:5]([CH:8]([CH3:16])[C:9]([O:11][C:12]([CH3:15])([CH3:14])[CH3:13])=[O:10])=[CH:6][CH:7]=3)[C:21]2=[O:22])=[CH:29][CH:28]=1. The catalyst class is: 8. (3) Reactant: [NH2:1][C:2]1[C:3]([C:9]([O:11]C)=O)=[N:4][C:5]([Br:8])=[CH:6][N:7]=1.O.[NH2:14][NH2:15]. Product: [NH2:1][C:2]1[C:3]([C:9]([NH:14][NH2:15])=[O:11])=[N:4][C:5]([Br:8])=[CH:6][N:7]=1. The catalyst class is: 8. (4) Reactant: [N+:1]([C:4]1[CH:9]=[CH:8][CH:7]=[CH:6][C:5]=1[N:10]1[CH2:14][CH2:13][CH2:12][CH2:11]1)([O-])=O. Product: [N:10]1([C:5]2[CH:6]=[CH:7][CH:8]=[CH:9][C:4]=2[NH2:1])[CH2:11][CH2:12][CH2:13][CH2:14]1. The catalyst class is: 63.